From a dataset of Full USPTO retrosynthesis dataset with 1.9M reactions from patents (1976-2016). Predict the reactants needed to synthesize the given product. (1) Given the product [F:30][C:31]1[CH:36]=[CH:35][CH:34]=[CH:33][C:32]=1[S:37]([NH:1][C:2]1[CH:7]=[CH:6][CH:5]=[CH:4][C:3]=1[CH:8]1[C:17]([CH3:18])([CH3:19])[CH2:16][C:15]2[C:10](=[CH:11][CH:12]=[C:13]([C:20]([O:22][CH3:23])=[O:21])[CH:14]=2)[NH:9]1)(=[O:39])=[O:38], predict the reactants needed to synthesize it. The reactants are: [NH2:1][C:2]1[CH:7]=[CH:6][CH:5]=[CH:4][C:3]=1[CH:8]1[C:17]([CH3:19])([CH3:18])[CH2:16][C:15]2[C:10](=[CH:11][CH:12]=[C:13]([C:20]([O:22][CH3:23])=[O:21])[CH:14]=2)[NH:9]1.N1C=CC=CC=1.[F:30][C:31]1[CH:36]=[CH:35][CH:34]=[CH:33][C:32]=1[S:37](Cl)(=[O:39])=[O:38]. (2) Given the product [Cl:15][C:4]1[C:3]([N+:10]([O-:12])=[O:11])=[C:2]([CH3:1])[CH:7]=[C:6]([CH3:8])[N:5]=1, predict the reactants needed to synthesize it. The reactants are: [CH3:1][C:2]1[CH:7]=[C:6]([CH3:8])[NH:5][C:4](=O)[C:3]=1[N+:10]([O-:12])=[O:11].P(Cl)(Cl)([Cl:15])=O. (3) Given the product [NH2:29][C:14]1[CH:13]=[C:12]([C:10]([N:1]2[C:9]3[C:4](=[CH:5][CH:6]=[CH:7][CH:8]=3)[CH2:3][CH2:2]2)=[O:11])[CH:17]=[CH:16][C:15]=1[CH2:18][NH:19][CH:20]1[CH2:28][C:27]2[C:22](=[CH:23][CH:24]=[CH:25][CH:26]=2)[CH2:21]1, predict the reactants needed to synthesize it. The reactants are: [N:1]1([C:10]([C:12]2[CH:17]=[CH:16][C:15]([CH2:18][NH:19][CH:20]3[CH2:28][C:27]4[C:22](=[CH:23][CH:24]=[CH:25][CH:26]=4)[CH2:21]3)=[C:14]([N+:29]([O-])=O)[CH:13]=2)=[O:11])[C:9]2[C:4](=[CH:5][CH:6]=[CH:7][CH:8]=2)[CH2:3][CH2:2]1.[H][H]. (4) Given the product [OH:1][C@@H:2]1[CH2:7][CH2:6][CH2:5][CH2:4][C@H:3]1[O:8][C:9]1[CH:10]=[CH:11][CH:12]=[C:13]2[C:17]=1[C:16](=[O:18])[N:15]([CH2:19][C:20]1[CH:25]=[CH:24][C:23]([C:26]3[NH:30][N:29]=[CH:28][CH:27]=3)=[CH:22][CH:21]=1)[CH2:14]2, predict the reactants needed to synthesize it. The reactants are: [OH:1][C@@H:2]1[CH2:7][CH2:6][CH2:5][CH2:4][C@H:3]1[O:8][C:9]1[CH:10]=[CH:11][CH:12]=[C:13]2[C:17]=1[C:16](=[O:18])[N:15]([CH2:19][C:20]1[CH:25]=[CH:24][C:23]([C:26]3[N:30](C4CCCCO4)[N:29]=[CH:28][CH:27]=3)=[CH:22][CH:21]=1)[CH2:14]2.Cl.C(=O)([O-])O.[Na+]. (5) Given the product [CH3:1][C:2]1[CH:3]=[C:4]([CH:5]=[C:6]([CH3:8])[CH:7]=1)[O:9][C:13]1[CH:18]=[CH:17][C:16]([N+:19]([O-:21])=[O:20])=[CH:15][C:14]=1[S:22]([N:25]1[CH2:30][CH2:29][N:28]([C:31]([O:33][C:34]([CH3:37])([CH3:36])[CH3:35])=[O:32])[CH2:27][CH2:26]1)(=[O:24])=[O:23], predict the reactants needed to synthesize it. The reactants are: [CH3:1][C:2]1[CH:3]=[C:4]([OH:9])[CH:5]=[C:6]([CH3:8])[CH:7]=1.[H-].[Na+].Cl[C:13]1[CH:18]=[CH:17][C:16]([N+:19]([O-:21])=[O:20])=[CH:15][C:14]=1[S:22]([N:25]1[CH2:30][CH2:29][N:28]([C:31]([O:33][C:34]([CH3:37])([CH3:36])[CH3:35])=[O:32])[CH2:27][CH2:26]1)(=[O:24])=[O:23]. (6) Given the product [F:1][C:2]1[CH:9]=[CH:8][C:5]([CH2:6][NH2:7])=[C:4]([S:10][CH3:11])[CH:3]=1, predict the reactants needed to synthesize it. The reactants are: [F:1][C:2]1[CH:9]=[CH:8][C:5]([C:6]#[N:7])=[C:4]([S:10][CH3:11])[CH:3]=1.S(C)C.CO.Cl. (7) Given the product [CH2:32]([N:39]1[CH2:44][CH2:43][O:42][CH:41]([C:45]2[CH:46]=[CH:47][C:48]([CH:49]=[CH:5][C:4]3[C:25]([Cl:29])=[CH:26][CH:27]=[CH:28][C:3]=3[Cl:2])=[CH:51][CH:52]=2)[CH2:40]1)[C:33]1[CH:34]=[CH:35][CH:36]=[CH:37][CH:38]=1, predict the reactants needed to synthesize it. The reactants are: [Br-].[Cl:2][C:3]1[CH:28]=[CH:27][CH:26]=[C:25]([Cl:29])[C:4]=1[CH2:5][P+](C1C=CC=CC=1)(C1C=CC=CC=1)C1C=CC=CC=1.[H-].[Na+].[CH2:32]([N:39]1[CH2:44][CH2:43][O:42][CH:41]([C:45]2[CH:52]=[CH:51][C:48]([CH:49]=O)=[CH:47][CH:46]=2)[CH2:40]1)[C:33]1[CH:38]=[CH:37][CH:36]=[CH:35][CH:34]=1.C([O-])(O)=O.[Na+].